Dataset: Full USPTO retrosynthesis dataset with 1.9M reactions from patents (1976-2016). Task: Predict the reactants needed to synthesize the given product. (1) Given the product [Cl:19][C:20]1[CH:28]=[C:27]2[C:23]([C:24]([NH:37][C:38](=[O:42])[CH2:39][CH2:40][CH3:41])=[N:25][NH:26]2)=[CH:22][C:21]=1[C:43]1[CH:44]=[CH:45][N:46]=[CH:47][CH:48]=1, predict the reactants needed to synthesize it. The reactants are: [F-].C([N+](CCCC)(CCCC)CCCC)CCC.[Cl:19][C:20]1[CH:28]=[C:27]2[C:23]([C:24]([NH:37][C:38](=[O:42])[CH2:39][CH2:40][CH3:41])=[N:25][N:26]2COCC[Si](C)(C)C)=[CH:22][C:21]=1[C:43]1[CH:48]=[CH:47][N:46]=[CH:45][CH:44]=1. (2) Given the product [O:3]=[C:4]1[NH:10][C:9]2[CH:11]=[CH:12][CH:13]=[CH:14][C:8]=2[CH2:7][CH2:6][N:5]1[CH:15]1[CH2:20][CH2:19][N:18]([C:21]([O:23][C@@H:24]([C:38]([OH:40])=[O:39])[CH2:25][C:26]2[CH:31]=[C:30]([C:32]([F:35])([F:33])[F:34])[C:29]([NH2:36])=[C:28]([Cl:37])[CH:27]=2)=[O:22])[CH2:17][CH2:16]1, predict the reactants needed to synthesize it. The reactants are: [OH-].[Li+].[O:3]=[C:4]1[NH:10][C:9]2[CH:11]=[CH:12][CH:13]=[CH:14][C:8]=2[CH2:7][CH2:6][N:5]1[CH:15]1[CH2:20][CH2:19][N:18]([C:21]([O:23][C@@H:24]([C:38]([O:40]CC)=[O:39])[CH2:25][C:26]2[CH:31]=[C:30]([C:32]([F:35])([F:34])[F:33])[C:29]([NH2:36])=[C:28]([Cl:37])[CH:27]=2)=[O:22])[CH2:17][CH2:16]1.C1COCC1.Cl.